Dataset: Forward reaction prediction with 1.9M reactions from USPTO patents (1976-2016). Task: Predict the product of the given reaction. The product is: [Cl:14][CH2:11][CH2:12][CH2:13][Si:4]([O:8][CH2:9][CH3:10])([O:5][CH2:6][CH3:7])[O:3][CH2:1][CH3:2]. Given the reactants [CH2:1]([O:3][SiH:4]([O:8][CH2:9][CH3:10])[O:5][CH2:6][CH3:7])[CH3:2].[CH2:11]([Cl:14])[CH:12]=[CH2:13], predict the reaction product.